From a dataset of Catalyst prediction with 721,799 reactions and 888 catalyst types from USPTO. Predict which catalyst facilitates the given reaction. Reactant: [N:1]1([C:7]([O:9][C:10]([CH3:13])([CH3:12])[CH3:11])=[O:8])[CH2:6][CH2:5][CH:4]=[CH:3][CH2:2]1.C1C=C(Cl)C=C(C(OO)=[O:22])C=1. Product: [CH:3]12[O:22][CH:4]1[CH2:5][CH2:6][N:1]([C:7]([O:9][C:10]([CH3:13])([CH3:12])[CH3:11])=[O:8])[CH2:2]2. The catalyst class is: 2.